From a dataset of Full USPTO retrosynthesis dataset with 1.9M reactions from patents (1976-2016). Predict the reactants needed to synthesize the given product. (1) Given the product [I:1][C:2]1[CH:7]=[CH:6][C:5]([C:8]2[N:9]=[CH:10][N:11]([CH3:26])[C:12]=2[C:13]2[S:25][C:16]3[N:17]=[CH:18][N:19]=[C:20]([NH2:34])[C:15]=3[CH:14]=2)=[CH:4][CH:3]=1, predict the reactants needed to synthesize it. The reactants are: [I:1][C:2]1[CH:7]=[CH:6][C:5]([C:8]2[N:9]=[CH:10][N:11]([CH3:26])[C:12]=2[C:13]2[S:25][C:16]3[N:17]=[CH:18][N:19]=[C:20](S(C)(=O)=O)[C:15]=3[CH:14]=2)=[CH:4][CH:3]=1.CC1([N:34]2C(C3SC4N=CN=C(S(C)(=O)=O)C=4C=3)=CN=C2)C=CC=CC1. (2) Given the product [CH3:10][O:9][C:7]([C:5]1[NH:4][N:3]=[C:2]([NH:1][C:48]([C@H:28]2[C@H:27]([C:23]3[CH:24]=[CH:25][CH:26]=[C:21]([Cl:20])[C:22]=3[F:51])[C@:31]([C:34]3[CH:39]=[CH:38][C:37]([Cl:40])=[CH:36][C:35]=3[F:41])([C:32]#[N:33])[C@H:30]([CH2:42][C:43]([CH3:45])([CH3:44])[CH3:46])[N:29]2[CH3:47])=[O:49])[N:6]=1)=[O:8], predict the reactants needed to synthesize it. The reactants are: [NH2:1][C:2]1[N:6]=[C:5]([C:7]([O:9][CH3:10])=[O:8])[NH:4][N:3]=1.CCN(C(C)C)C(C)C.[Cl:20][C:21]1[C:22]([F:51])=[C:23]([C@@H:27]2[C@:31]([C:34]3[CH:39]=[CH:38][C:37]([Cl:40])=[CH:36][C:35]=3[F:41])([C:32]#[N:33])[C@H:30]([CH2:42][C:43]([CH3:46])([CH3:45])[CH3:44])[N:29]([CH3:47])[C@H:28]2[C:48](O)=[O:49])[CH:24]=[CH:25][CH:26]=1.CN(C(ON1N=NC2C=CC=NC1=2)=[N+](C)C)C.F[P-](F)(F)(F)(F)F.